This data is from Reaction yield outcomes from USPTO patents with 853,638 reactions. The task is: Predict the reaction yield, written as a fraction of the theoretical maximum amount of product (1.0 means a 100% yield; for example, 0.34 means a 34% yield). (1) The reactants are FC(F)(F)S(O[C:7]1[C:11]2[CH:12]=[N:13][CH:14]=[CH:15][C:10]=2[O:9][C:8]=1[C:16]([O:18][CH2:19][CH3:20])=[O:17])(=O)=O.[Br:23][C:24]1[CH:30]=[CH:29][C:27]([NH2:28])=[C:26]([F:31])[CH:25]=1.CC1(C)C2C(=C(P(C3C=CC=CC=3)C3C=CC=CC=3)C=CC=2)OC2C(P(C3C=CC=CC=3)C3C=CC=CC=3)=CC=CC1=2.[O-]P([O-])([O-])=O.[K+].[K+].[K+]. The catalyst is C1(C)C=CC=CC=1.C1C=CC(/C=C/C(/C=C/C2C=CC=CC=2)=O)=CC=1.C1C=CC(/C=C/C(/C=C/C2C=CC=CC=2)=O)=CC=1.C1C=CC(/C=C/C(/C=C/C2C=CC=CC=2)=O)=CC=1.[Pd].[Pd]. The product is [Br:23][C:24]1[CH:30]=[CH:29][C:27]([NH:28][C:7]2[C:11]3[CH:12]=[N:13][CH:14]=[CH:15][C:10]=3[O:9][C:8]=2[C:16]([O:18][CH2:19][CH3:20])=[O:17])=[C:26]([F:31])[CH:25]=1. The yield is 0.645. (2) The reactants are [H-].[Al+3].[Li+].[H-].[H-].[H-].[O:7]([C:14]1[CH:19]=[CH:18][N:17]=[C:16]([C:20]#[N:21])[CH:15]=1)[C:8]1[CH:13]=[CH:12][CH:11]=[CH:10][CH:9]=1.CO.[Cl-].[NH4+]. The catalyst is O1CCCC1.O. The product is [O:7]([C:14]1[CH:19]=[CH:18][N:17]=[C:16]([CH2:20][NH2:21])[CH:15]=1)[C:8]1[CH:9]=[CH:10][CH:11]=[CH:12][CH:13]=1. The yield is 0.480. (3) The reactants are F[C:2]1[CH:7]=[CH:6][C:5]([S:8]([C:11]2[CH:16]=[CH:15][CH:14]=[CH:13][CH:12]=2)(=[O:10])=[O:9])=[C:4]([N+:17]([O-:19])=[O:18])[CH:3]=1.[NH:20]1[CH2:25][CH2:24][NH:23][CH2:22][CH2:21]1.C(=O)([O-])[O-].[K+].[K+].O. The catalyst is C(#N)C.C(Cl)Cl. The product is [N+:17]([C:4]1[CH:3]=[C:2]([N:20]2[CH2:25][CH2:24][NH:23][CH2:22][CH2:21]2)[CH:7]=[CH:6][C:5]=1[S:8]([C:11]1[CH:16]=[CH:15][CH:14]=[CH:13][CH:12]=1)(=[O:10])=[O:9])([O-:19])=[O:18]. The yield is 0.920.